From a dataset of Reaction yield outcomes from USPTO patents with 853,638 reactions. Predict the reaction yield, written as a fraction of the theoretical maximum amount of product (1.0 means a 100% yield; for example, 0.34 means a 34% yield). (1) The reactants are [Br:1]Br.[C:3]1([P:9]([C:16]2[CH:21]=[CH:20][CH:19]=[CH:18][CH:17]=2)[C:10]2[CH:15]=[CH:14][CH:13]=[CH:12][CH:11]=2)[CH:8]=[CH:7][CH:6]=[CH:5][CH:4]=1. The catalyst is CC(N(C)C)=O. The product is [Br-:1].[Br-:1].[C:16]1([P:9]([C:3]2[CH:4]=[CH:5][CH:6]=[CH:7][CH:8]=2)[C:10]2[CH:15]=[CH:14][CH:13]=[CH:12][CH:11]=2)[CH:17]=[CH:18][CH:19]=[CH:20][CH:21]=1. The yield is 0.600. (2) The reactants are Br[CH2:2][C:3]1[CH:8]=[CH:7][C:6]([Cl:9])=[C:5]([O:10][CH3:11])[CH:4]=1.[C-:12]#[N:13].[Na+]. The catalyst is C(O)C. The product is [Cl:9][C:6]1[CH:7]=[CH:8][C:3]([CH2:2][C:12]#[N:13])=[CH:4][C:5]=1[O:10][CH3:11]. The yield is 0.480. (3) The reactants are [Cl:1][C:2]1[CH:10]=[CH:9][C:8]([S:11]([CH3:14])(=[O:13])=[O:12])=[CH:7][C:3]=1[C:4]([OH:6])=O.Cl.[Cl:16][C:17]1[CH:18]=[C:19]([N:26]2[CH2:31][CH2:30][NH:29][CH2:28][CH2:27]2)[CH:20]=[C:21]([Cl:25])[C:22]=1[O:23][CH3:24]. No catalyst specified. The product is [Cl:1][C:2]1[CH:10]=[CH:9][C:8]([S:11]([CH3:14])(=[O:13])=[O:12])=[CH:7][C:3]=1[C:4]([N:29]1[CH2:28][CH2:27][N:26]([C:19]2[CH:20]=[C:21]([Cl:25])[C:22]([O:23][CH3:24])=[C:17]([Cl:16])[CH:18]=2)[CH2:31][CH2:30]1)=[O:6]. The yield is 0.870. (4) The reactants are [N+:1]([C:4]1[CH:5]=[C:6]([CH:10]=[CH:11][C:12]=1[N:13]1[CH2:18][CH2:17][N:16]([C:19]2[CH:24]=[CH:23][CH:22]=[CH:21][C:20]=2[CH3:25])[CH2:15][CH2:14]1)[C:7]([OH:9])=[O:8])([O-])=O. The product is [NH2:1][C:4]1[CH:5]=[C:6]([CH:10]=[CH:11][C:12]=1[N:13]1[CH2:14][CH2:15][N:16]([C:19]2[CH:24]=[CH:23][CH:22]=[CH:21][C:20]=2[CH3:25])[CH2:17][CH2:18]1)[C:7]([OH:9])=[O:8].[NH2:1][C:4]1[CH:5]=[CH:6][CH:10]=[CH:11][CH:12]=1. The catalyst is CCO.CO. The yield is 0.940. (5) The reactants are [CH3:1][O:2][C:3](=[O:30])[C:4](=[CH:9][C:10]1[CH:15]=[CH:14][C:13]([O:16][CH2:17][CH2:18][C:19]2[CH:24]=[CH:23][C:22]([O:25][S:26]([CH3:29])(=[O:28])=[O:27])=[CH:21][CH:20]=2)=[CH:12][CH:11]=1)[C:5]([O:7][CH3:8])=[O:6].C(O)(=O)C. The catalyst is C(OCC)(=O)C.[Pd]. The product is [CH3:1][O:2][C:3](=[O:30])[CH:4]([CH2:9][C:10]1[CH:11]=[CH:12][C:13]([O:16][CH2:17][CH2:18][C:19]2[CH:20]=[CH:21][C:22]([O:25][S:26]([CH3:29])(=[O:27])=[O:28])=[CH:23][CH:24]=2)=[CH:14][CH:15]=1)[C:5]([O:7][CH3:8])=[O:6]. The yield is 1.00.